From a dataset of hERG Central: cardiac toxicity at 1µM, 10µM, and general inhibition. Predict hERG channel inhibition at various concentrations. (1) The drug is COc1ccccc1-n1cnc2cc(NS(=O)(=O)c3ccccc3)ccc21. Results: hERG_inhib (hERG inhibition (general)): blocker. (2) The drug is CN(C)CCCn1c(=O)n(Cc2ccccc2)c(=O)c2c3c(sc21)CCCCC3. Results: hERG_inhib (hERG inhibition (general)): blocker. (3) The molecule is Br.CCn1c(=N)n(CC(=O)c2ccc(Cl)c(Cl)c2)c2ccccc21. Results: hERG_inhib (hERG inhibition (general)): blocker. (4) The drug is CCN(CC)CCCNC(=O)c1cc(-c2cccc(Cl)c2)on1. Results: hERG_inhib (hERG inhibition (general)): blocker. (5) The compound is CN1C(C(=O)NCc2cccc(C(F)(F)F)c2)CC2Cn3c(nc4cc5ccccc5cc43)C21. Results: hERG_inhib (hERG inhibition (general)): blocker. (6) The compound is COc1ccc(NS(=O)(=O)c2cccc(C(=O)NCc3ccccc3CN3CCCC3)c2)cc1. Results: hERG_inhib (hERG inhibition (general)): blocker.